Dataset: Forward reaction prediction with 1.9M reactions from USPTO patents (1976-2016). Task: Predict the product of the given reaction. (1) Given the reactants COC(=O)C=CC1C2N(C3C=CC=CC=3)C=[N:11][C:10]=2C=C(C(F)(F)F)C=1.CN1[CH2:32][CH2:31][N:30]([C:33](=[O:55])[CH:34]=[CH:35][C:36]2[C:44]3[N:43]([C:45]4[CH:50]=[CH:49][CH:48]=[CH:47][CH:46]=4)[CH:42]=[N:41][C:40]=3[CH:39]=[C:38]([C:51]([F:54])([F:53])[F:52])[CH:37]=2)[CH2:29]C1, predict the reaction product. The product is: [C:10]([CH2:32][CH2:31][N:30]([CH3:29])[C:33](=[O:55])[CH:34]=[CH:35][C:36]1[C:44]2[N:43]([C:45]3[CH:46]=[CH:47][CH:48]=[CH:49][CH:50]=3)[CH:42]=[N:41][C:40]=2[CH:39]=[C:38]([C:51]([F:54])([F:52])[F:53])[CH:37]=1)#[N:11]. (2) Given the reactants [F:1][C:2]1[CH:10]=[CH:9][C:8]([F:11])=[CH:7][C:3]=1[C:4](O)=[O:5].CCN=C=NCCCN(C)C.[NH2:23][NH:24]C(OC(C)(C)C)=O.C(O)(C(F)(F)F)=O, predict the reaction product. The product is: [F:1][C:2]1[CH:10]=[CH:9][C:8]([F:11])=[CH:7][C:3]=1[C:4]([NH:23][NH2:24])=[O:5]. (3) Given the reactants Br[C:2]1[CH:3]=[N:4][C:5]2[N:6]([CH:8]=[C:9]([C:11]3[CH:12]=[C:13]([NH:18][C:19](=[O:25])[O:20][CH2:21][CH2:22][O:23][CH3:24])[CH:14]=[CH:15][C:16]=3[Cl:17])[N:10]=2)[CH:7]=1.[Br-].[CH3:27][O:28][C:29]([NH:31][C:32]1[CH:37]=[CH:36][C:35](B(O)O)=[CH:34][CH:33]=1)=[O:30], predict the reaction product. The product is: [Cl:17][C:16]1[CH:15]=[CH:14][C:13]([NH:18][C:19](=[O:25])[O:20][CH2:21][CH2:22][O:23][CH3:24])=[CH:12][C:11]=1[C:9]1[N:10]=[C:5]2[N:4]=[CH:3][C:2]([C:35]3[CH:34]=[CH:33][C:32]([NH:31][C:29]([O:28][CH3:27])=[O:30])=[CH:37][CH:36]=3)=[CH:7][N:6]2[CH:8]=1.